Task: Predict the product of the given reaction.. Dataset: Forward reaction prediction with 1.9M reactions from USPTO patents (1976-2016) (1) Given the reactants Cl.[CH3:2][NH:3][CH2:4][CH2:5][C:6]([C:8]1[S:9][CH:10]=[CH:11][CH:12]=1)=[O:7].C(O)C.[OH-].[Na+].[Na], predict the reaction product. The product is: [CH3:2][NH:3][CH2:4][CH2:5][CH:6]([C:8]1[S:9][CH:10]=[CH:11][CH:12]=1)[OH:7]. (2) Given the reactants [C:1]([O:5][C@@H:6]([C:10]1[C:11]([C:22]2[CH:27]=[CH:26][C:25]([Cl:28])=[CH:24][CH:23]=2)=[C:12]2[C:17](=[CH:18][C:19]=1Cl)[N:16]=[C:15](C)[CH:14]=[CH:13]2)[C:7]([OH:9])=[O:8])([CH3:4])([CH3:3])[CH3:2].[C:29](O[C@@H](C1C(C2C=CC(Cl)=CC=2)=C2C(=CC=1C)N=CC=C2)CO)(C)(C)C, predict the reaction product. The product is: [C:1]([O:5][C@@H:6]([C:10]1[C:11]([C:22]2[CH:23]=[CH:24][C:25]([Cl:28])=[CH:26][CH:27]=2)=[C:12]2[C:17](=[CH:18][C:19]=1[CH3:29])[N:16]=[CH:15][CH:14]=[CH:13]2)[C:7]([OH:9])=[O:8])([CH3:3])([CH3:4])[CH3:2].